Dataset: Full USPTO retrosynthesis dataset with 1.9M reactions from patents (1976-2016). Task: Predict the reactants needed to synthesize the given product. (1) Given the product [C:19]1([C:2]2[CH:7]=[C:6]([CH:8]=[O:9])[C:5]([O:10][CH3:11])=[CH:4][C:3]=2[C:12]2[CH:17]=[CH:16][C:15]([F:18])=[CH:14][CH:13]=2)[CH2:24][CH2:23][CH2:22][CH2:21][CH:20]=1, predict the reactants needed to synthesize it. The reactants are: Br[C:2]1[CH:7]=[C:6]([CH:8]=[O:9])[C:5]([O:10][CH3:11])=[CH:4][C:3]=1[C:12]1[CH:17]=[CH:16][C:15]([F:18])=[CH:14][CH:13]=1.[C:19]1(B2OC(C)(C)C(C)(C)O2)[CH2:24][CH2:23][CH2:22][CH2:21][CH:20]=1. (2) Given the product [Si:20]([O:27][C@@H:28]1[CH2:33][CH2:32][CH2:31][CH2:30][C@H:29]1[N:34]1[C:38]2[CH:39]=[CH:40][CH:41]=[CH:42][C:37]=2[N:36]=[C:35]1[C:2]1[N:7]=[C:6]([NH:8][C:9]2[CH:14]=[C:13]([C:15]#[N:16])[CH:12]=[CH:11][N:10]=2)[CH:5]=[C:4]([CH:17]2[CH2:19][CH2:18]2)[CH:3]=1)([C:23]([CH3:26])([CH3:24])[CH3:25])([CH3:22])[CH3:21], predict the reactants needed to synthesize it. The reactants are: Cl[C:2]1[N:7]=[C:6]([NH:8][C:9]2[CH:14]=[C:13]([C:15]#[N:16])[CH:12]=[CH:11][N:10]=2)[CH:5]=[C:4]([CH:17]2[CH2:19][CH2:18]2)[CH:3]=1.[Si:20]([O:27][C@@H:28]1[CH2:33][CH2:32][CH2:31][CH2:30][C@H:29]1[N:34]1[C:38]2[CH:39]=[CH:40][C:41](B3OC(C)(C)C(C)(C)O3)=[CH:42][C:37]=2[N:36]=[CH:35]1)([C:23]([CH3:26])([CH3:25])[CH3:24])([CH3:22])[CH3:21].COC1C=CC=C(OC)C=1C1C=CC=CC=1P(C1CCCCC1)C1CCCCC1.P([O-])([O-])([O-])=O.[K+].[K+].[K+]. (3) Given the product [F:1][C:2]([F:13])([F:12])[C:3]1[CH:11]=[CH:10][CH:9]=[CH:8][C:4]=1[C:5]1[O:6][C:17](=[O:18])[C:16]2[CH:20]=[CH:21][CH:22]=[N:23][C:15]=2[N:14]=1, predict the reactants needed to synthesize it. The reactants are: [F:1][C:2]([F:13])([F:12])[C:3]1[CH:11]=[CH:10][CH:9]=[CH:8][C:4]=1[C:5](Cl)=[O:6].[NH2:14][C:15]1[N:23]=[CH:22][CH:21]=[CH:20][C:16]=1[C:17](O)=[O:18].O. (4) Given the product [Cl:1][C:2]1[CH:3]=[C:4]([NH:19][C:21](=[NH:30])[C:22]2[CH:27]=[CH:26][CH:25]=[CH:24][CH:23]=2)[CH:5]=[C:6]([NH:8][C:9]2[S:10][C:11]3[CH:17]=[C:16]([Cl:18])[CH:15]=[CH:14][C:12]=3[N:13]=2)[CH:7]=1, predict the reactants needed to synthesize it. The reactants are: [Cl:1][C:2]1[CH:3]=[C:4]([NH2:19])[CH:5]=[C:6]([NH:8][C:9]2[S:10][C:11]3[CH:17]=[C:16]([Cl:18])[CH:15]=[CH:14][C:12]=3[N:13]=2)[CH:7]=1.I.[C:21](=[NH:30])(SC)[C:22]1[CH:27]=[CH:26][CH:25]=[CH:24][CH:23]=1.[OH-].[Na+]. (5) Given the product [F:15][C:16]1[C:21]([C:22]2[CH:23]=[CH:24][N:25]=[CH:26][CH:27]=2)=[CH:20][CH:19]=[CH:18][C:17]=1[C:2]1[N:6]2[CH:7]=[CH:8][C:9]([C:11]([OH:14])([CH3:13])[CH3:12])=[N:10][C:5]2=[N:4][CH:3]=1, predict the reactants needed to synthesize it. The reactants are: Br[C:2]1[N:6]2[CH:7]=[CH:8][C:9]([C:11]([OH:14])([CH3:13])[CH3:12])=[N:10][C:5]2=[N:4][CH:3]=1.[F:15][C:16]1[C:21]([C:22]2[CH:27]=[CH:26][N:25]=[CH:24][CH:23]=2)=[CH:20][CH:19]=[CH:18][C:17]=1B(O)O. (6) Given the product [CH3:16][O:17][C:18]1[CH:19]=[C:20]2[C:25](=[CH:26][CH:27]=1)[N:24]=[CH:23][C:22]([S:28][CH2:29][CH2:30][N:31]1[CH2:36][CH2:35][CH:34]([NH:37][C:13]([C:12]3[C:2]([Cl:1])=[CH:3][C:4]4[S:9][CH2:8][C:7](=[O:10])[NH:6][C:5]=4[CH:11]=3)=[O:15])[CH2:33][CH2:32]1)=[CH:21]2, predict the reactants needed to synthesize it. The reactants are: [Cl:1][C:2]1[C:12]([C:13]([OH:15])=O)=[CH:11][C:5]2[NH:6][C:7](=[O:10])[CH2:8][S:9][C:4]=2[CH:3]=1.[CH3:16][O:17][C:18]1[CH:19]=[C:20]2[C:25](=[CH:26][CH:27]=1)[N:24]=[CH:23][C:22]([S:28][CH2:29][CH2:30][N:31]1[CH2:36][CH2:35][CH:34]([NH2:37])[CH2:33][CH2:32]1)=[CH:21]2. (7) Given the product [CH2:9]([O:8][CH:7]([O:11][CH2:12][CH3:13])[C:4]1[S:5][CH:6]=[C:2]([CH:15]=[O:16])[CH:3]=1)[CH3:10], predict the reactants needed to synthesize it. The reactants are: Br[C:2]1[CH:3]=[C:4]([CH:7]([O:11][CH2:12][CH3:13])[O:8][CH2:9][CH3:10])[S:5][CH:6]=1.C[CH2:15][O:16]CC.C([Li])CCC.CN(C=O)C. (8) The reactants are: [Br:1][C:2]1[CH:7]=[C:6]2[NH:8][CH2:9][C:10]3([CH2:15][CH2:14][O:13][CH2:12][CH2:11]3)[C:5]2=[CH:4][CH:3]=1.Cl[C:17]1[C:26]2[C:21](=[CH:22][C:23]([O:28][CH3:29])=[C:24]([Cl:27])[CH:25]=2)[N:20]=[C:19]([CH3:30])[C:18]=1[CH3:31]. Given the product [Br:1][C:2]1[CH:7]=[C:6]2[N:8]([C:17]3[C:26]4[C:21](=[CH:22][C:23]([O:28][CH3:29])=[C:24]([Cl:27])[CH:25]=4)[N:20]=[C:19]([CH3:30])[C:18]=3[CH3:31])[CH2:9][C:10]3([CH2:15][CH2:14][O:13][CH2:12][CH2:11]3)[C:5]2=[CH:4][CH:3]=1, predict the reactants needed to synthesize it. (9) Given the product [CH3:1][O:2][C:3]1[CH:4]=[CH:5][C:6]([C:9]2[N:13]([C:14]3[CH:15]=[CH:16][CH:17]=[CH:18][CH:19]=3)[N:12]=[C:11]([CH2:20][CH2:21][CH2:22][N:35]3[CH2:36][CH2:37][N:32]([C:27]4[CH:28]=[CH:29][C:30]([CH3:31])=[C:25]([CH3:24])[CH:26]=4)[CH2:33][CH2:34]3)[CH:10]=2)=[CH:7][CH:8]=1, predict the reactants needed to synthesize it. The reactants are: [CH3:1][O:2][C:3]1[CH:8]=[CH:7][C:6]([C:9]2[N:13]([C:14]3[CH:19]=[CH:18][CH:17]=[CH:16][CH:15]=3)[N:12]=[C:11]([CH2:20][CH2:21][CH:22]=O)[CH:10]=2)=[CH:5][CH:4]=1.[CH3:24][C:25]1[CH:26]=[C:27]([N:32]2[CH2:37][CH2:36][NH:35][CH2:34][CH2:33]2)[CH:28]=[CH:29][C:30]=1[CH3:31].CCN(C(C)C)C(C)C.[BH-](OC(C)=O)(OC(C)=O)OC(C)=O.[Na+].